Predict which catalyst facilitates the given reaction. From a dataset of Catalyst prediction with 721,799 reactions and 888 catalyst types from USPTO. (1) Reactant: [N+:1]([C:4]1[CH:9]=[CH:8][C:7]([CH:10]([CH2:15][C:16]([OH:18])=O)[CH2:11][C:12](O)=[O:13])=[CH:6][CH:5]=1)([O-:3])=[O:2].ClC(OC)=O.C([N:26](CC)CC)C.N.CC([O-])=O.[Na+].C(OC(=O)C)(=O)C. Product: [N+:1]([C:4]1[CH:9]=[CH:8][C:7]([CH:10]2[CH2:15][C:16](=[O:18])[NH:26][C:12](=[O:13])[CH2:11]2)=[CH:6][CH:5]=1)([O-:3])=[O:2]. The catalyst class is: 12. (2) Product: [N+:8]([C:7]1[C:2]([NH:11][C:12]2[CH:17]=[CH:16][CH:15]=[C:14]([C:18]3[CH:23]=[CH:22][CH:21]=[CH:20][N:19]=3)[CH:13]=2)=[N:3][CH:4]=[CH:5][CH:6]=1)([O-:10])=[O:9]. The catalyst class is: 270. Reactant: Cl[C:2]1[C:7]([N+:8]([O-:10])=[O:9])=[CH:6][CH:5]=[CH:4][N:3]=1.[NH2:11][C:12]1[CH:13]=[C:14]([C:18]2[CH:23]=[CH:22][CH:21]=[CH:20][N:19]=2)[CH:15]=[CH:16][CH:17]=1.C(=O)([O-])[O-].[K+].[K+]. (3) Reactant: [CH2:1]=[CH:2][C:3]1[CH:8]=[CH:7][CH:6]=[CH:5][CH:4]=1.Cl.[Na+].[Br-:11].[OH2:12]. Product: [Br-:11].[Br-:11].[CH2:1]=[CH:2][C:3]1[CH:8]=[CH:7][CH:6]=[CH:5][CH:4]=1.[CH2:1]1[O:12][CH:2]1[C:3]1[CH:8]=[CH:7][CH:6]=[CH:5][CH:4]=1.[CH:2](=[O:12])[C:3]1[CH:8]=[CH:7][CH:6]=[CH:5][CH:4]=1. The catalyst class is: 4. (4) Reactant: C(N(CC)CC)C.Cl.Cl.[NH2:10][C:11]1[C:20]2[N:21]=[C:22]([CH2:32][CH3:33])[N:23]([CH2:24][C:25]3([OH:31])[CH2:30][CH2:29][NH:28][CH2:27][CH2:26]3)[C:19]=2[C:18]2[N:17]=[CH:16][CH:15]=[CH:14][C:13]=2[N:12]=1.[CH3:34][S:35](O[S:35]([CH3:34])(=[O:37])=[O:36])(=[O:37])=[O:36]. Product: [NH2:10][C:11]1[C:20]2[N:21]=[C:22]([CH2:32][CH3:33])[N:23]([CH2:24][C:25]3([OH:31])[CH2:30][CH2:29][N:28]([S:35]([CH3:34])(=[O:37])=[O:36])[CH2:27][CH2:26]3)[C:19]=2[C:18]2[N:17]=[CH:16][CH:15]=[CH:14][C:13]=2[N:12]=1. The catalyst class is: 22. (5) Reactant: [H-].[Na+].[OH:3][C:4]1[C:13]2[C:8](=[CH:9][CH:10]=[CH:11][CH:12]=2)[C:7]([CH:14]=[O:15])=[CH:6][CH:5]=1.Br[CH2:17][C:18]1[CH:23]=[CH:22][C:21]([C:24]([F:27])([F:26])[F:25])=[CH:20][CH:19]=1.Cl. Product: [F:25][C:24]([F:26])([F:27])[C:21]1[CH:22]=[CH:23][C:18]([CH2:17][O:3][C:4]2[C:13]3[C:8](=[CH:9][CH:10]=[CH:11][CH:12]=3)[C:7]([CH:14]=[O:15])=[CH:6][CH:5]=2)=[CH:19][CH:20]=1. The catalyst class is: 9. (6) Reactant: [CH2:1]([O:8][C:9]([N:11]([CH2:17][CH:18]1[NH:23][CH2:22][CH:21]([C:24]([O:26][CH3:27])=[O:25])[CH2:20][CH2:19]1)[CH2:12][C:13](OC)=[O:14])=[O:10])[C:2]1[CH:7]=[CH:6][CH:5]=[CH:4][CH:3]=1. Product: [O:14]=[C:13]1[N:23]2[CH2:22][C@H:21]([C:24]([O:26][CH3:27])=[O:25])[CH2:20][CH2:19][C@H:18]2[CH2:17][N:11]([C:9]([O:8][CH2:1][C:2]2[CH:7]=[CH:6][CH:5]=[CH:4][CH:3]=2)=[O:10])[CH2:12]1. The catalyst class is: 5.